This data is from Peptide-MHC class I binding affinity with 185,985 pairs from IEDB/IMGT. The task is: Regression. Given a peptide amino acid sequence and an MHC pseudo amino acid sequence, predict their binding affinity value. This is MHC class I binding data. (1) The peptide sequence is KQLELFWVI. The MHC is BoLA-HD6 with pseudo-sequence BoLA-HD6. The binding affinity (normalized) is 1.00. (2) The peptide sequence is TLVPQEHYV. The MHC is HLA-A26:01 with pseudo-sequence HLA-A26:01. The binding affinity (normalized) is 0.0847. (3) The peptide sequence is MEAQFLYLY. The MHC is HLA-B45:01 with pseudo-sequence HLA-B45:01. The binding affinity (normalized) is 0.769.